From a dataset of Catalyst prediction with 721,799 reactions and 888 catalyst types from USPTO. Predict which catalyst facilitates the given reaction. (1) Reactant: C[O:2][C:3]([C:5]1([NH:8][C:9]([C:11]2[C:12]([O:29][CH3:30])=[C:13]3[C:17](=[CH:18][CH:19]=2)[NH:16][N:15]=[C:14]3/[CH:20]=[CH:21]/[C:22]2[CH:27]=[CH:26][C:25]([F:28])=[CH:24][CH:23]=2)=[O:10])[CH2:7][CH2:6]1)=[O:4].[OH-].[Na+]. Product: [F:28][C:25]1[CH:24]=[CH:23][C:22](/[CH:21]=[CH:20]/[C:14]2[C:13]3[C:17](=[CH:18][CH:19]=[C:11]([C:9]([NH:8][C:5]4([C:3]([OH:4])=[O:2])[CH2:7][CH2:6]4)=[O:10])[C:12]=3[O:29][CH3:30])[NH:16][N:15]=2)=[CH:27][CH:26]=1. The catalyst class is: 193. (2) Reactant: [CH3:1][Si:2]([CH3:25])([CH3:24])[CH2:3][CH2:4][O:5][CH2:6][N:7]1[C:15]2[CH:14]=[C:13]([C:16]3[CH:17]=[N:18][CH:19]=[C:20]([CH:22]=[CH2:23])[CH:21]=3)[N:12]=[CH:11][C:10]=2[CH:9]=[N:8]1.[H][H]. Product: [CH2:22]([C:20]1[CH:21]=[C:16]([C:13]2[N:12]=[CH:11][C:10]3[CH:9]=[N:8][N:7]([CH2:6][O:5][CH2:4][CH2:3][Si:2]([CH3:24])([CH3:1])[CH3:25])[C:15]=3[CH:14]=2)[CH:17]=[N:18][CH:19]=1)[CH3:23]. The catalyst class is: 261. (3) Reactant: B(F)(F)F.CCOCC.[CH2:10]([O:15][C:16]1[CH:21]=[CH:20][C:19]([CH2:22][C:23]([OH:25])=[O:24])=[CH:18][CH:17]=1)[CH2:11][CH:12]([CH3:14])[CH3:13].[C:26](OC(=N)C(Cl)(Cl)Cl)([CH3:29])([CH3:28])[CH3:27]. Product: [CH2:10]([O:15][C:16]1[CH:17]=[CH:18][C:19]([CH2:22][C:23]([O:25][C:26]([CH3:29])([CH3:28])[CH3:27])=[O:24])=[CH:20][CH:21]=1)[CH2:11][CH:12]([CH3:14])[CH3:13]. The catalyst class is: 1.